From a dataset of Full USPTO retrosynthesis dataset with 1.9M reactions from patents (1976-2016). Predict the reactants needed to synthesize the given product. (1) The reactants are: [OH:1][C:2]1[CH:3]=[C:4]([CH:8]=[C:9]([C:11]([F:14])([F:13])[F:12])[CH:10]=1)[C:5](O)=[O:6].CI.[C:17](=O)([O-])[O-].[K+].[K+].O.CN([CH:27]=[O:28])C. Given the product [CH3:17][O:1][C:2]1[CH:3]=[C:4]([CH:8]=[C:9]([C:11]([F:14])([F:13])[F:12])[CH:10]=1)[C:5]([O:28][CH3:27])=[O:6], predict the reactants needed to synthesize it. (2) Given the product [O:14]=[C:9]1[CH:10]=[CH:11][CH2:12][N:8]1[C:6]([O:5][C:1]([CH3:4])([CH3:3])[CH3:2])=[O:7], predict the reactants needed to synthesize it. The reactants are: [C:1]([O:5][C:6]([N:8]1[CH2:12][CH:11](O)[CH2:10][C:9]1=[O:14])=[O:7])([CH3:4])([CH3:3])[CH3:2].C(N(CC)CC)C.CS(Cl)(=O)=O.C(OCC)(=O)C.